Dataset: Forward reaction prediction with 1.9M reactions from USPTO patents (1976-2016). Task: Predict the product of the given reaction. (1) The product is: [CH2:9]([O:8][C:7]1[C:2]2[NH:1][C:17]([C:19]3([NH2:34])[CH2:20][CH2:21][N:22]([C:25]4[C:26]5[CH:33]=[CH:32][NH:31][C:27]=5[N:28]=[CH:29][N:30]=4)[CH2:23][CH2:24]3)=[N:16][C:3]=2[CH:4]=[CH:5][CH:6]=1)[C:10]1[CH:15]=[CH:14][CH:13]=[CH:12][CH:11]=1. Given the reactants [NH2:1][C:2]1[C:7]([O:8][CH2:9][C:10]2[CH:15]=[CH:14][CH:13]=[CH:12][CH:11]=2)=[CH:6][CH:5]=[CH:4][C:3]=1[NH:16][C:17]([C:19]1([NH:34]C(=O)OC(C)(C)C)[CH2:24][CH2:23][N:22]([C:25]2[C:26]3[CH:33]=[CH:32][NH:31][C:27]=3[N:28]=[CH:29][N:30]=2)[CH2:21][CH2:20]1)=O.NC1C=CC=C(OCC2C=CC=CC=2)C=1NC(C1(NC(=O)OC(C)(C)C)CCN(C2C3C=CNC=3N=CN=2)CC1)=O.Cl, predict the reaction product. (2) Given the reactants [CH3:1][N:2]1[CH2:7][CH2:6][CH:5]([N:8]2[C:16]3[C:11](=[CH:12][CH:13]=[C:14]([N+:17]([O-])=O)[CH:15]=3)[CH2:10][CH2:9]2)[CH2:4][CH2:3]1, predict the reaction product. The product is: [CH3:1][N:2]1[CH2:3][CH2:4][CH:5]([N:8]2[C:16]3[C:11](=[CH:12][CH:13]=[C:14]([NH2:17])[CH:15]=3)[CH2:10][CH2:9]2)[CH2:6][CH2:7]1. (3) Given the reactants [C:1]1([C:7]2[CH2:11][CH:10]([CH2:12][CH2:13][CH:14]=O)[O:9][N:8]=2)[CH:6]=[CH:5][CH:4]=[CH:3][CH:2]=1.[C:16]1([CH:22]([C:29]2[CH:34]=[CH:33][CH:32]=[CH:31][CH:30]=2)[N:23]2[CH2:28][CH2:27][NH:26][CH2:25][CH2:24]2)[CH:21]=[CH:20][CH:19]=[CH:18][CH:17]=1.[BH-](OC(C)=O)(OC(C)=O)OC(C)=O.[Na+], predict the reaction product. The product is: [CH:22]([N:23]1[CH2:28][CH2:27][N:26]([CH2:14][CH2:13][CH2:12][CH:10]2[O:9][N:8]=[C:7]([C:1]3[CH:6]=[CH:5][CH:4]=[CH:3][CH:2]=3)[CH2:11]2)[CH2:25][CH2:24]1)([C:29]1[CH:34]=[CH:33][CH:32]=[CH:31][CH:30]=1)[C:16]1[CH:21]=[CH:20][CH:19]=[CH:18][CH:17]=1. (4) Given the reactants [OH:1][CH:2]([C:18]1[CH:23]=[CH:22][CH:21]=[CH:20][C:19]=1[CH3:24])[C:3]1[N:4]=[C:5]2[C:11]([C:12](=[O:17])[C:13]([CH3:16])([CH3:15])[CH3:14])=[CH:10][NH:9][C:6]2=[N:7][CH:8]=1.CC(OI1(OC(C)=O)(OC(C)=O)OC(=O)C2C=CC=CC1=2)=O, predict the reaction product. The product is: [CH3:14][C:13]([CH3:16])([CH3:15])[C:12]([C:11]1[C:5]2[C:6](=[N:7][CH:8]=[C:3]([C:2](=[O:1])[C:18]3[CH:23]=[CH:22][CH:21]=[CH:20][C:19]=3[CH3:24])[N:4]=2)[NH:9][CH:10]=1)=[O:17]. (5) Given the reactants [CH3:1][C:2]1[CH:7]=[CH:6][C:5]([S:8]([NH:11][CH2:12][C:13]([O:15][CH3:16])=[O:14])(=[O:10])=[O:9])=[CH:4][CH:3]=1.C(=O)([O-])[O-].[K+].[K+].[I-].[K+].Br[CH2:26][C:27]1[N:28]([S:37]([C:40]2[CH:45]=[CH:44][CH:43]=[CH:42][CH:41]=2)(=[O:39])=[O:38])[CH:29]=[CH:30][C:31]=1[C:32]([O:34][CH2:35][CH3:36])=[O:33], predict the reaction product. The product is: [CH3:16][O:15][C:13](=[O:14])[CH2:12][N:11]([CH2:26][C:27]1[N:28]([S:37]([C:40]2[CH:45]=[CH:44][CH:43]=[CH:42][CH:41]=2)(=[O:39])=[O:38])[CH:29]=[CH:30][C:31]=1[C:32]([O:34][CH2:35][CH3:36])=[O:33])[S:8]([C:5]1[CH:6]=[CH:7][C:2]([CH3:1])=[CH:3][CH:4]=1)(=[O:10])=[O:9].